Dataset: Peptide-MHC class II binding affinity with 134,281 pairs from IEDB. Task: Regression. Given a peptide amino acid sequence and an MHC pseudo amino acid sequence, predict their binding affinity value. This is MHC class II binding data. (1) The MHC is DRB3_0202 with pseudo-sequence DRB3_0202. The binding affinity (normalized) is 0. The peptide sequence is VSRGTAKLRWFHERG. (2) The peptide sequence is EHEILNDSGETVKCR. The MHC is DRB5_0101 with pseudo-sequence DRB5_0101. The binding affinity (normalized) is 0. (3) The peptide sequence is ARKVAATAANAAPAN. The MHC is DRB1_0802 with pseudo-sequence DRB1_0802. The binding affinity (normalized) is 0.510. (4) The peptide sequence is LGVLLLIGCWYCRRRNGYR. The MHC is DRB1_0901 with pseudo-sequence DRB1_0901. The binding affinity (normalized) is 0.